From a dataset of Full USPTO retrosynthesis dataset with 1.9M reactions from patents (1976-2016). Predict the reactants needed to synthesize the given product. (1) The reactants are: C[O:2][C:3]([C:5]1[CH:10]=[N:9][C:8]([Br:11])=[C:7]([C:12]2[CH:17]=[CH:16][C:15]([F:18])=[CH:14][CH:13]=2)[N:6]=1)=[O:4].[OH-].[Li+]. Given the product [Br:11][C:8]1[N:9]=[CH:10][C:5]([C:3]([OH:4])=[O:2])=[N:6][C:7]=1[C:12]1[CH:13]=[CH:14][C:15]([F:18])=[CH:16][CH:17]=1, predict the reactants needed to synthesize it. (2) The reactants are: F[C:2]1[CH:9]=[CH:8][C:7]([O:10][CH3:11])=[CH:6][C:3]=1[CH:4]=[O:5].C([O-])([O-])=O.[K+].[K+].[CH3:18][N:19]([CH3:24])[CH2:20][CH2:21][NH:22][CH3:23].O. Given the product [CH3:18][N:19]([CH3:24])[CH2:20][CH2:21][N:22]([CH3:23])[C:2]1[CH:9]=[CH:8][C:7]([O:10][CH3:11])=[CH:6][C:3]=1[CH:4]=[O:5], predict the reactants needed to synthesize it. (3) Given the product [F:20][C:15]1[CH:14]=[C:13]([C:4]2[CH:3]=[C:2]([C:26]#[C:25][Si:22]([CH3:24])([CH3:23])[CH3:21])[C:11]3[C:6](=[CH:7][CH:8]=[C:9]([OH:12])[CH:10]=3)[N:5]=2)[CH:18]=[CH:17][C:16]=1[OH:19], predict the reactants needed to synthesize it. The reactants are: Br[C:2]1[C:11]2[C:6](=[CH:7][CH:8]=[C:9]([OH:12])[CH:10]=2)[N:5]=[C:4]([C:13]2[CH:18]=[CH:17][C:16]([OH:19])=[C:15]([F:20])[CH:14]=2)[CH:3]=1.[CH3:21][Si:22]([C:25]#[C:26][Sn](CCCC)(CCCC)CCCC)([CH3:24])[CH3:23].